Dataset: Forward reaction prediction with 1.9M reactions from USPTO patents (1976-2016). Task: Predict the product of the given reaction. (1) Given the reactants [Cl:1][C:2]1[CH:7]=[CH:6][C:5]([C:8]2[CH:16]=[CH:15][CH:14]=[C:13]3[C:9]=2[CH2:10][C:11](=[O:17])[NH:12]3)=[CH:4][CH:3]=1.[CH3:18][C@H:19]1[NH:24][C@@H:23]([CH3:25])[CH2:22][N:21]([C:26]([C:28]2[C:29]([CH3:35])=[C:30]([CH:33]=O)[NH:31][CH:32]=2)=[O:27])[CH2:20]1, predict the reaction product. The product is: [Cl:1][C:2]1[CH:3]=[CH:4][C:5]([C:8]2[CH:16]=[CH:15][CH:14]=[C:13]3[C:9]=2[C:10](=[CH:33][C:30]2[NH:31][CH:32]=[C:28]([C:26]([N:21]4[CH2:20][C@H:19]([CH3:18])[NH:24][C@H:23]([CH3:25])[CH2:22]4)=[O:27])[C:29]=2[CH3:35])[C:11](=[O:17])[NH:12]3)=[CH:6][CH:7]=1. (2) The product is: [NH2:71][C:53]1[N:54]=[CH:55][C:56]([C:58]2[N:62]([CH2:63][CH3:64])[N:61]=[C:60]([CH:65]3[CH2:66][CH2:67][N:68]([C:30](=[O:32])[CH2:29][C:28]([O:27][CH2:25][CH3:26])=[O:33])[CH2:69][CH2:70]3)[N:59]=2)=[N:57][C:52]=1[C:50]1[O:51][C:47]([C:43]([CH3:44])([CH3:45])[CH3:46])=[N:48][N:49]=1. Given the reactants F[P-](F)(F)(F)(F)F.N1(OC(N(C)C)=[N+](C)C)C2N=CC=CC=2N=N1.[CH2:25]([O:27][C:28](=[O:33])[CH2:29][C:30]([OH:32])=O)[CH3:26].C(N(C(C)C)C(C)C)C.[C:43]([C:47]1[O:51][C:50]([C:52]2[C:53]([NH2:71])=[N:54][CH:55]=[C:56]([C:58]3[N:62]([CH2:63][CH3:64])[N:61]=[C:60]([CH:65]4[CH2:70][CH2:69][NH:68][CH2:67][CH2:66]4)[N:59]=3)[N:57]=2)=[N:49][N:48]=1)([CH3:46])([CH3:45])[CH3:44], predict the reaction product. (3) Given the reactants Br[C:2]1[CH:6]=[C:5]([Si:7]([CH3:10])([CH3:9])[CH3:8])[S:4][C:3]=1[C:11]1[S:12][C:13]([Si:17]([CH3:20])([CH3:19])[CH3:18])=[CH:14][C:15]=1Br.C([Li])CCC.[C:26](OCC)(=[O:32])[C:27](OCC)=[O:28].[NH4+].[Cl-], predict the reaction product. The product is: [CH3:8][Si:7]([CH3:10])([CH3:9])[C:5]1[S:4][C:3]2[C:11]3[S:12][C:13]([Si:17]([CH3:20])([CH3:19])[CH3:18])=[CH:14][C:15]=3[C:26](=[O:32])[C:27](=[O:28])[C:2]=2[CH:6]=1. (4) Given the reactants [CH2:1]1[C:9]2[C:4](=[CH:5][CH:6]=[CH:7][CH:8]=2)[CH2:3][CH:2]1[C@H:10]1[NH:15][C:14](=[O:16])[C@@H:13]([C@@H:17]([CH3:20])[CH2:18][CH3:19])[N:12]([CH:21]([C:32]2[CH:33]=[N:34][C:35]([CH3:39])=[CH:36][C:37]=2[CH3:38])[C:22]([NH:24][C:25]2C=CC=CC=2O)=[O:23])[C:11]1=[O:40].N1CCOCC1, predict the reaction product. The product is: [CH2:1]1[C:9]2[C:4](=[CH:5][CH:6]=[CH:7][CH:8]=2)[CH2:3][CH:2]1[C@H:10]1[NH:15][C:14](=[O:16])[C@@H:13]([C@@H:17]([CH3:20])[CH2:18][CH3:19])[N:12]([C@H:21]([C:32]2[CH:33]=[N:34][C:35]([CH3:39])=[CH:36][C:37]=2[CH3:38])[C:22]([NH:24][CH3:25])=[O:23])[C:11]1=[O:40].